Task: Regression/Classification. Given a drug SMILES string, predict its absorption, distribution, metabolism, or excretion properties. Task type varies by dataset: regression for continuous measurements (e.g., permeability, clearance, half-life) or binary classification for categorical outcomes (e.g., BBB penetration, CYP inhibition). Dataset: cyp2c9_veith.. Dataset: CYP2C9 inhibition data for predicting drug metabolism from PubChem BioAssay (1) The compound is C/C(CCN1CCCCc2nc(C)c(C)cc21)=N\OC[C@@H](O)[C@@H]1O[C@@H]2OC(C)(C)O[C@@H]2[C@H]1O. The result is 0 (non-inhibitor). (2) The molecule is COC(=O)[C@@]1(Cc2ccc(F)cc2)[C@H]2[C@H](CC(=O)C(=O)N(C)C)C(=O)C[C@H]2CN1C(=O)c1ccccc1. The result is 1 (inhibitor).